This data is from Catalyst prediction with 721,799 reactions and 888 catalyst types from USPTO. The task is: Predict which catalyst facilitates the given reaction. (1) Reactant: Cl[C:2]1[CH:3]=[CH:4][C:5]([N+:10]([O-:12])=[O:11])=[C:6]([O:8][CH3:9])[CH:7]=1.[CH3:13][PH:14](=[O:16])[CH3:15].CC1(C)C2C(=C(P(C3C=CC=CC=3)C3C=CC=CC=3)C=CC=2)OC2C(P(C3C=CC=CC=3)C3C=CC=CC=3)=CC=CC1=2.P([O-])([O-])([O-])=O.[K+].[K+].[K+]. Product: [CH3:9][O:8][C:6]1[CH:7]=[C:2]([P:14](=[O:16])([CH3:15])[CH3:13])[CH:3]=[CH:4][C:5]=1[N+:10]([O-:12])=[O:11]. The catalyst class is: 274. (2) Reactant: C(OC([C:6]1[NH:7][C:8]([S:11]([N:14]2[CH2:19][CH2:18][CH:17]([S:20][C:21]3[CH:26]=[C:25]([C:27]([CH3:30])([CH3:29])[CH3:28])[C:24]([OH:31])=[C:23]([C:32]([CH3:35])([CH3:34])[CH3:33])[CH:22]=3)[CH2:16][CH2:15]2)(=[O:13])=[O:12])=[N:9][CH:10]=1)=O)C.C[Mg]Cl. Product: [C:27]([C:25]1[CH:26]=[C:21]([S:20][CH:17]2[CH2:18][CH2:19][N:14]([S:11]([C:8]3[NH:7][C:6]([C:24]([OH:31])([CH3:25])[CH3:23])=[CH:10][N:9]=3)(=[O:12])=[O:13])[CH2:15][CH2:16]2)[CH:22]=[C:23]([C:32]([CH3:34])([CH3:33])[CH3:35])[C:24]=1[OH:31])([CH3:30])([CH3:29])[CH3:28]. The catalyst class is: 1. (3) Reactant: [CH:1]([CH:3]1[C:12]2[C:7](=[CH:8][C:9]([C:13]#[N:14])=[CH:10][CH:11]=2)[O:6][CH2:5][CH2:4]1)=O.[CH3:15][C:16]1[C:24]2[CH2:23][O:22][C:21](=[O:25])[C:20]=2[CH:19]=[CH:18][C:17]=1[CH2:26][CH2:27][N:28]1[CH2:33][CH2:32][NH:31][CH2:30][CH2:29]1.C(O[BH-](OC(=O)C)OC(=O)C)(=O)C.[Na+].CCN(C(C)C)C(C)C. Product: [CH3:15][C:16]1[C:24]2[CH2:23][O:22][C:21](=[O:25])[C:20]=2[CH:19]=[CH:18][C:17]=1[CH2:26][CH2:27][N:28]1[CH2:33][CH2:32][N:31]([CH2:1][CH:3]2[C:12]3[C:7](=[CH:8][C:9]([C:13]#[N:14])=[CH:10][CH:11]=3)[O:6][CH2:5][CH2:4]2)[CH2:30][CH2:29]1. The catalyst class is: 2. (4) Reactant: [CH2:1]([O:8][C:9]1[CH:18]=[C:17]([NH:19][CH:20]=[C:21]2[C:26](=[O:27])OC(C)(C)OC2=O)[CH:16]=[CH:15][C:10]=1[C:11]([O:13][CH3:14])=[O:12])[C:2]1[CH:7]=[CH:6][CH:5]=[CH:4][CH:3]=1. Product: [CH2:1]([O:8][C:9]1[CH:18]=[C:17]2[C:16]([C:26](=[O:27])[CH:21]=[CH:20][NH:19]2)=[CH:15][C:10]=1[C:11]([O:13][CH3:14])=[O:12])[C:2]1[CH:3]=[CH:4][CH:5]=[CH:6][CH:7]=1. The catalyst class is: 736. (5) Reactant: [NH3:1].[Cl:2][C:3]1[CH:8]=[C:7]([C:9]([F:12])([F:11])[F:10])[CH:6]=[C:5]([Cl:13])[C:4]=1[N:14]=[C:15](Cl)[C:16]([F:22])([F:21])[C:17]([F:20])([F:19])[F:18]. Product: [Cl:2][C:3]1[CH:8]=[C:7]([C:9]([F:12])([F:11])[F:10])[CH:6]=[C:5]([Cl:13])[C:4]=1[NH:14][C:15](=[NH:1])[C:16]([F:22])([F:21])[C:17]([F:20])([F:19])[F:18]. The catalyst class is: 8.